From a dataset of Peptide-MHC class II binding affinity with 134,281 pairs from IEDB. Regression. Given a peptide amino acid sequence and an MHC pseudo amino acid sequence, predict their binding affinity value. This is MHC class II binding data. (1) The peptide sequence is SEELRSLYNTVATLYCVHQ. The MHC is HLA-DQA10301-DQB10301 with pseudo-sequence HLA-DQA10301-DQB10301. The binding affinity (normalized) is 0.296. (2) The peptide sequence is PTRVVNWEVIIMDEA. The MHC is DRB1_0701 with pseudo-sequence DRB1_0701. The binding affinity (normalized) is 0.520. (3) The peptide sequence is AFILDGDNLFCKV. The MHC is DRB3_0101 with pseudo-sequence DRB3_0101. The binding affinity (normalized) is 0.887. (4) The peptide sequence is PGDSLAEVELRQHGS. The MHC is HLA-DQA10501-DQB10301 with pseudo-sequence HLA-DQA10501-DQB10301. The binding affinity (normalized) is 0.264. (5) The peptide sequence is FGVLREIKAEVSMHE. The MHC is DRB1_0101 with pseudo-sequence DRB1_0101. The binding affinity (normalized) is 0.874.